From a dataset of Reaction yield outcomes from USPTO patents with 853,638 reactions. Predict the reaction yield, written as a fraction of the theoretical maximum amount of product (1.0 means a 100% yield; for example, 0.34 means a 34% yield). (1) The reactants are [H-].[Na+].[OH:3][C:4]1[CH:5]=[CH:6][C:7]([CH3:10])=[N:8][CH:9]=1.F[C:12]1[CH:17]=[CH:16][C:15]([N+:18]([O-:20])=[O:19])=[CH:14][C:13]=1[CH3:21]. The catalyst is CC(N(C)C)=O. The product is [CH3:10][C:7]1[CH:6]=[CH:5][C:4]([O:3][C:12]2[CH:17]=[CH:16][C:15]([N+:18]([O-:20])=[O:19])=[CH:14][C:13]=2[CH3:21])=[CH:9][N:8]=1. The yield is 0.980. (2) The reactants are CC1C=CC(S(OCC2CC3C=C(Cl)C=C(OC)C=3O2)(=O)=O)=CC=1.[N-]=[N+]=[N-].[Na+].N(CC1CC2C=C(Cl)C=C(C3C=CSC=3)C=2O1)=[N+]=[N-].[N:48]([CH2:51][CH:52]1[CH2:56][C:55]2[CH:57]=[C:58]([Cl:63])[CH:59]=[C:60]([O:61][CH3:62])[C:54]=2[O:53]1)=[N+]=[N-].[N-]=[N+]=[N-]. The catalyst is [Pt]. The product is [Cl:63][C:58]1[CH:59]=[C:60]([O:61][CH3:62])[C:54]2[O:53][CH:52]([CH2:51][NH2:48])[CH2:56][C:55]=2[CH:57]=1. The yield is 0.560. (3) The reactants are [C:1]1(=[O:15])[N:5]([CH2:6][C:7](=[O:9])[CH3:8])[C:4](=[O:10])[C:3]2=[CH:11][CH:12]=[CH:13][CH:14]=[C:2]12.NC(N)=O.[Br:20]Br. The catalyst is CO. The product is [Br:20][CH2:8][C:7](=[O:9])[CH2:6][N:5]1[C:4](=[O:10])[C:3]2[C:2](=[CH:14][CH:13]=[CH:12][CH:11]=2)[C:1]1=[O:15]. The yield is 0.0300. (4) The reactants are [OH:1][C:2]1[CH:3]=[CH:4][C:5]2[CH2:6][C@H:7]3[N:18]([C:19]([O:21][CH2:22][C:23]4[CH:28]=[CH:27][CH:26]=[CH:25][CH:24]=4)=[O:20])[CH2:17][CH2:16][C@@:13]4([C:14]=2[CH:15]=1)[C@H:8]3[CH2:9][CH2:10][CH2:11][CH2:12]4.C(=O)([O-])[O-].[K+].[K+].Br[CH2:36][CH2:37][CH2:38][Cl:39]. The catalyst is CN(C=O)C. The product is [Cl:39][CH2:38][CH2:37][CH2:36][O:1][C:2]1[CH:3]=[CH:4][C:5]2[CH2:6][C@H:7]3[N:18]([C:19]([O:21][CH2:22][C:23]4[CH:28]=[CH:27][CH:26]=[CH:25][CH:24]=4)=[O:20])[CH2:17][CH2:16][C@@:13]4([C:14]=2[CH:15]=1)[C@H:8]3[CH2:9][CH2:10][CH2:11][CH2:12]4. The yield is 0.700. (5) The reactants are [Cl:1][C:2]1[CH:3]=[C:4]([C:23]2[CH:28]=[CH:27][C:26]([C:29]([N:31]3[CH2:36][CH2:35][CH:34]([C:37]([F:40])([F:39])[F:38])[CH2:33][CH2:32]3)=[O:30])=[CH:25][CH:24]=2)[CH:5]=[C:6]([Cl:22])[C:7]=1[CH2:8][N:9]1[CH2:13][CH2:12][CH:11]([N:14]2[CH2:19][CH2:18][CH:17](O)[CH2:16][CH2:15]2)[C:10]1=[O:21].C(N(S(F)(F)[F:47])CC)C. The catalyst is C(Cl)Cl.C(OCC)(=O)C. The product is [Cl:22][C:6]1[CH:5]=[C:4]([C:23]2[CH:28]=[CH:27][C:26]([C:29]([N:31]3[CH2:32][CH2:33][CH:34]([C:37]([F:38])([F:39])[F:40])[CH2:35][CH2:36]3)=[O:30])=[CH:25][CH:24]=2)[CH:3]=[C:2]([Cl:1])[C:7]=1[CH2:8][N:9]1[CH2:13][CH2:12][CH:11]([N:14]2[CH2:15][CH2:16][CH:17]([F:47])[CH2:18][CH2:19]2)[C:10]1=[O:21]. The yield is 0.850. (6) The product is [C:11]1([CH:7]([C:1]2[CH:2]=[CH:3][CH:4]=[CH:5][CH:6]=2)[CH2:8][NH2:9])[CH:12]=[CH:13][CH:14]=[CH:15][CH:16]=1. The catalyst is C1COCC1. The reactants are [C:1]1([CH:7]([C:11]2[CH:16]=[CH:15][CH:14]=[CH:13][CH:12]=2)[CH:8]=[N:9]O)[CH:6]=[CH:5][CH:4]=[CH:3][CH:2]=1.[H-].[H-].[H-].[H-].[Li+].[Al+3].O.O.O.O.O.O.O.O.O.O.S([O-])([O-])(=O)=O.[Na+].[Na+]. The yield is 0.840.